Dataset: NCI-60 drug combinations with 297,098 pairs across 59 cell lines. Task: Regression. Given two drug SMILES strings and cell line genomic features, predict the synergy score measuring deviation from expected non-interaction effect. (1) Drug 1: C1CC(C1)(C(=O)O)C(=O)O.[NH2-].[NH2-].[Pt+2]. Drug 2: C1=CN(C=N1)CC(O)(P(=O)(O)O)P(=O)(O)O. Cell line: SF-268. Synergy scores: CSS=7.77, Synergy_ZIP=-1.32, Synergy_Bliss=1.29, Synergy_Loewe=-3.03, Synergy_HSA=-2.04. (2) Drug 1: CCC(=C(C1=CC=CC=C1)C2=CC=C(C=C2)OCCN(C)C)C3=CC=CC=C3.C(C(=O)O)C(CC(=O)O)(C(=O)O)O. Drug 2: CCCCCOC(=O)NC1=NC(=O)N(C=C1F)C2C(C(C(O2)C)O)O. Cell line: OVCAR-4. Synergy scores: CSS=2.33, Synergy_ZIP=0.0599, Synergy_Bliss=0.737, Synergy_Loewe=0.513, Synergy_HSA=-0.0976. (3) Drug 1: C1CC(=O)NC(=O)C1N2CC3=C(C2=O)C=CC=C3N. Drug 2: CN(CCCl)CCCl.Cl. Cell line: UACC-257. Synergy scores: CSS=1.76, Synergy_ZIP=1.08, Synergy_Bliss=2.20, Synergy_Loewe=-0.731, Synergy_HSA=-1.31. (4) Drug 1: CC1=C2C(C(=O)C3(C(CC4C(C3C(C(C2(C)C)(CC1OC(=O)C(C(C5=CC=CC=C5)NC(=O)OC(C)(C)C)O)O)OC(=O)C6=CC=CC=C6)(CO4)OC(=O)C)O)C)O. Drug 2: COC1=C2C(=CC3=C1OC=C3)C=CC(=O)O2. Cell line: M14. Synergy scores: CSS=4.19, Synergy_ZIP=-7.15, Synergy_Bliss=-10.0, Synergy_Loewe=-29.3, Synergy_HSA=-12.7. (5) Drug 1: C1CCN(CC1)CCOC2=CC=C(C=C2)C(=O)C3=C(SC4=C3C=CC(=C4)O)C5=CC=C(C=C5)O. Drug 2: CC(C)(C#N)C1=CC(=CC(=C1)CN2C=NC=N2)C(C)(C)C#N. Cell line: MDA-MB-435. Synergy scores: CSS=-1.65, Synergy_ZIP=4.75, Synergy_Bliss=4.50, Synergy_Loewe=3.02, Synergy_HSA=-0.885.